Dataset: NCI-60 drug combinations with 297,098 pairs across 59 cell lines. Task: Regression. Given two drug SMILES strings and cell line genomic features, predict the synergy score measuring deviation from expected non-interaction effect. Drug 1: C1CC(=O)NC(=O)C1N2CC3=C(C2=O)C=CC=C3N. Drug 2: CN1C(=O)N2C=NC(=C2N=N1)C(=O)N. Cell line: SF-268. Synergy scores: CSS=7.89, Synergy_ZIP=-0.631, Synergy_Bliss=-1.85, Synergy_Loewe=-2.38, Synergy_HSA=-2.82.